This data is from Peptide-MHC class I binding affinity with 185,985 pairs from IEDB/IMGT. The task is: Regression. Given a peptide amino acid sequence and an MHC pseudo amino acid sequence, predict their binding affinity value. This is MHC class I binding data. The MHC is HLA-B51:01 with pseudo-sequence HLA-B51:01. The peptide sequence is ATEDPSSGY. The binding affinity (normalized) is 0.0847.